From a dataset of Full USPTO retrosynthesis dataset with 1.9M reactions from patents (1976-2016). Predict the reactants needed to synthesize the given product. (1) The reactants are: [F:1][CH:2]([F:16])[C:3]1([C:9]2[C:10](F)=[N:11][CH:12]=[CH:13][CH:14]=2)[CH2:8][CH2:7][O:6][CH2:5][CH2:4]1.C(=O)([O-])[O-].[Cs+].[Cs+].[NH:23]1[C:27]2[CH:28]=[CH:29][CH:30]=[CH:31][C:26]=2[N:25]=[C:24]1[C:32]([C:34]1[CH:39]=[CH:38][C:37]([OH:40])=[CH:36][CH:35]=1)=[O:33]. Given the product [NH:23]1[C:27]2[CH:28]=[CH:29][CH:30]=[CH:31][C:26]=2[N:25]=[C:24]1[C:32]([C:34]1[CH:39]=[CH:38][C:37]([O:40][C:10]2[C:9]([C:3]3([CH:2]([F:16])[F:1])[CH2:8][CH2:7][O:6][CH2:5][CH2:4]3)=[CH:14][CH:13]=[CH:12][N:11]=2)=[CH:36][CH:35]=1)=[O:33], predict the reactants needed to synthesize it. (2) The reactants are: C([O:5][C:6](=[O:44])[CH2:7][CH2:8][C:9]1[CH:14]=[CH:13][C:12]([O:15][CH2:16][CH2:17][C:18]2[N:19]=[C:20]([C:24]3[CH:29]=[CH:28][C:27]([C:30]4[CH:31]=[N:32][CH:33]=[CH:34][CH:35]=4)=[CH:26][CH:25]=3)[O:21][C:22]=2[CH3:23])=[CH:11][C:10]=1[CH2:36][NH:37][C:38]([O:40][CH:41]([CH3:43])[CH3:42])=[O:39])(C)(C)C.Cl. Given the product [CH:41]([O:40][C:38]([NH:37][CH2:36][C:10]1[CH:11]=[C:12]([O:15][CH2:16][CH2:17][C:18]2[N:19]=[C:20]([C:24]3[CH:25]=[CH:26][C:27]([C:30]4[CH:31]=[N:32][CH:33]=[CH:34][CH:35]=4)=[CH:28][CH:29]=3)[O:21][C:22]=2[CH3:23])[CH:13]=[CH:14][C:9]=1[CH2:8][CH2:7][C:6]([OH:44])=[O:5])=[O:39])([CH3:43])[CH3:42], predict the reactants needed to synthesize it.